Dataset: Peptide-MHC class I binding affinity with 185,985 pairs from IEDB/IMGT. Task: Regression. Given a peptide amino acid sequence and an MHC pseudo amino acid sequence, predict their binding affinity value. This is MHC class I binding data. (1) The peptide sequence is ELIKAMNHF. The MHC is HLA-A02:06 with pseudo-sequence HLA-A02:06. The binding affinity (normalized) is 0.462. (2) The peptide sequence is VQTIVFIWFI. The MHC is HLA-A26:01 with pseudo-sequence HLA-A26:01. The binding affinity (normalized) is 0.106. (3) The peptide sequence is IGDKPTCLV. The MHC is HLA-A02:16 with pseudo-sequence HLA-A02:16. The binding affinity (normalized) is 0.425. (4) The peptide sequence is GERSRCYSL. The MHC is HLA-B45:01 with pseudo-sequence HLA-B45:01. The binding affinity (normalized) is 0. (5) The peptide sequence is YGIPFPGSL. The MHC is HLA-A26:01 with pseudo-sequence HLA-A26:01. The binding affinity (normalized) is 0.0847. (6) The peptide sequence is YTVRGTGKY. The MHC is HLA-A24:03 with pseudo-sequence HLA-A24:03. The binding affinity (normalized) is 0.0847. (7) The MHC is HLA-A25:01 with pseudo-sequence HLA-A25:01. The binding affinity (normalized) is 0.0847. The peptide sequence is YMMDGNECP. (8) The peptide sequence is YAEGDVVVF. The MHC is HLA-B40:01 with pseudo-sequence HLA-B40:01. The binding affinity (normalized) is 0.0847. (9) The peptide sequence is ISFKFAYS. The MHC is H-2-Db with pseudo-sequence H-2-Db. The binding affinity (normalized) is 0. (10) The peptide sequence is SSGVFHSYK. The MHC is HLA-A03:01 with pseudo-sequence HLA-A03:01. The binding affinity (normalized) is 0.788.